Dataset: Catalyst prediction with 721,799 reactions and 888 catalyst types from USPTO. Task: Predict which catalyst facilitates the given reaction. Reactant: [F:1][C@H:2]1[CH2:6][NH2+:5][C@@H:4]2[C@@H:7]([OH:10])[CH2:8][O:9][C@H:3]12.[Cl-].[Br:12][C:13]1[CH:14]=[C:15]([C@H:19]([NH:24][C@@H:25]([CH2:29][CH:30]([CH3:32])[CH3:31])[C:26](O)=[O:27])[C:20]([F:23])([F:22])[F:21])[CH:16]=[CH:17][CH:18]=1.CN(C(ON1N=NC2C=CC=NC1=2)=[N+](C)C)C.F[P-](F)(F)(F)(F)F.C(N(C(C)C)CC)(C)C. Product: [Br:12][C:13]1[CH:14]=[C:15]([C@H:19]([NH:24][C@@H:25]([CH2:29][CH:30]([CH3:32])[CH3:31])[C:26]([N:5]2[CH2:6][C@H:2]([F:1])[C@H:3]3[O:9][CH2:8][C@H:7]([OH:10])[C@@H:4]23)=[O:27])[C:20]([F:23])([F:22])[F:21])[CH:16]=[CH:17][CH:18]=1. The catalyst class is: 3.